From a dataset of Reaction yield outcomes from USPTO patents with 853,638 reactions. Predict the reaction yield, written as a fraction of the theoretical maximum amount of product (1.0 means a 100% yield; for example, 0.34 means a 34% yield). (1) The catalyst is CN(C=O)C. The product is [F:28][C:22]1[CH:23]=[C:24]([F:27])[CH:25]=[CH:26][C:21]=1[C:18]1[N:16]2[N:17]=[C:12]([O:10][CH2:9][C:8]3[N:4]([CH3:3])[N:5]=[CH:6][N:7]=3)[C:13]([N:29]3[CH2:33][CH2:32][CH2:31][CH2:30]3)=[CH:14][C:15]2=[N:20][N:19]=1. The reactants are [H-].[Na+].[CH3:3][N:4]1[C:8]([CH2:9][OH:10])=[N:7][CH:6]=[N:5]1.Cl[C:12]1[C:13]([N:29]2[CH2:33][CH2:32][CH2:31][CH2:30]2)=[CH:14][C:15]2[N:16]([C:18]([C:21]3[CH:26]=[CH:25][C:24]([F:27])=[CH:23][C:22]=3[F:28])=[N:19][N:20]=2)[N:17]=1. The yield is 0.300. (2) The reactants are I[C:2]1[CH:3]=[C:4]([C:20]([NH:22][CH2:23][C:24]2[CH:29]=[CH:28][C:27]([S:30]([CH3:33])(=[O:32])=[O:31])=[CH:26][CH:25]=2)=[O:21])[C:5](=[O:19])[N:6]([C:9]2[CH:14]=[CH:13][CH:12]=[C:11]([C:15]([F:18])([F:17])[F:16])[CH:10]=2)[C:7]=1[CH3:8].[Cu][C:35]#[N:36]. The catalyst is CN1C(=O)CCC1. The yield is 0.240. The product is [C:35]([C:2]1[CH:3]=[C:4]([C:20]([NH:22][CH2:23][C:24]2[CH:25]=[CH:26][C:27]([S:30]([CH3:33])(=[O:32])=[O:31])=[CH:28][CH:29]=2)=[O:21])[C:5](=[O:19])[N:6]([C:9]2[CH:14]=[CH:13][CH:12]=[C:11]([C:15]([F:18])([F:17])[F:16])[CH:10]=2)[C:7]=1[CH3:8])#[N:36]. (3) The reactants are [CH3:1][O:2][C:3]1[CH:8]=[CH:7][CH:6]=[C:5]([CH:9]=[CH:10][N+:11]([O-])=O)[CH:4]=1.[H-].[H-].[H-].[H-].[Li+].[Al+3]. The catalyst is C1COCC1. The product is [CH3:1][O:2][C:3]1[CH:4]=[C:5]([CH2:9][CH2:10][NH2:11])[CH:6]=[CH:7][CH:8]=1. The yield is 0.730.